From a dataset of Forward reaction prediction with 1.9M reactions from USPTO patents (1976-2016). Predict the product of the given reaction. (1) Given the reactants ClC1C(=O)C(Cl)=C(Cl)C(=O)C=1Cl.[CH2:13]([O:15][C:16](=[O:48])[C:17]([CH3:47])([O:19][C:20]1[CH:21]=[C:22]2[C:26](=[CH:27][CH:28]=1)[N:25]([CH2:29][CH2:30][C:31]1[S:35][C:34]([C:36]3[CH:41]=[CH:40][C:39]([C:42]([F:45])([F:44])[F:43])=[CH:38][CH:37]=3)=[N:33][C:32]=1[CH3:46])[CH2:24][CH2:23]2)[CH3:18])[CH3:14], predict the reaction product. The product is: [CH2:13]([O:15][C:16](=[O:48])[C:17]([CH3:47])([O:19][C:20]1[CH:21]=[C:22]2[C:26](=[CH:27][CH:28]=1)[N:25]([CH2:29][CH2:30][C:31]1[S:35][C:34]([C:36]3[CH:37]=[CH:38][C:39]([C:42]([F:43])([F:45])[F:44])=[CH:40][CH:41]=3)=[N:33][C:32]=1[CH3:46])[CH:24]=[CH:23]2)[CH3:18])[CH3:14]. (2) Given the reactants [Cl:1][C:2]1[CH:3]=[C:4]([CH:9]2[CH2:13][N:12]([C:14]([CH:16]3[CH2:21][CH2:20][NH:19][CH2:18][CH2:17]3)=[O:15])[CH2:11][CH:10]2[CH:22]([O:24][C:25]2[CH:32]=[CH:31][C:28]([C:29]#[N:30])=[CH:27][N:26]=2)[CH3:23])[CH:5]=[CH:6][C:7]=1[Cl:8].[H-].[Na+].I[CH2:36][C:37]#[N:38], predict the reaction product. The product is: [C:37]([CH2:36][N:19]1[CH2:20][CH2:21][CH:16]([C:14]([N:12]2[CH2:13][CH:9]([C:4]3[CH:5]=[CH:6][C:7]([Cl:8])=[C:2]([Cl:1])[CH:3]=3)[CH:10]([CH:22]([O:24][C:25]3[CH:32]=[CH:31][C:28]([C:29]#[N:30])=[CH:27][N:26]=3)[CH3:23])[CH2:11]2)=[O:15])[CH2:17][CH2:18]1)#[N:38].